Task: Predict the product of the given reaction.. Dataset: Forward reaction prediction with 1.9M reactions from USPTO patents (1976-2016) (1) Given the reactants [ClH:1].Cl.[CH2:3]([N:11]1[CH2:16][CH2:15][NH:14][CH2:13][CH2:12]1)[CH2:4][C:5]1[CH:10]=[CH:9][CH:8]=[CH:7][CH:6]=1.[Cl:17][CH2:18][C:19]([C:21]1[CH:26]=[CH:25][CH:24]=[CH:23][CH:22]=1)=[O:20], predict the reaction product. The product is: [ClH:17].[ClH:1].[CH2:3]([N:11]1[CH2:12][CH2:13][N:14]([CH2:18][C:19]([C:21]2[CH:26]=[CH:25][CH:24]=[CH:23][CH:22]=2)=[O:20])[CH2:15][CH2:16]1)[CH2:4][C:5]1[CH:6]=[CH:7][CH:8]=[CH:9][CH:10]=1. (2) Given the reactants [CH3:1][O:2][C:3]1[CH:8]=[CH:7][C:6]([NH:9][C:10](=[O:27])[C:11]2[CH:16]=[C:15]([CH2:17][NH:18]C(OC(C)(C)C)=O)[CH:14]=[CH:13][C:12]=2[Cl:26])=[CH:5][C:4]=1[C:28]([NH:30][C:31]1[CH:36]=[CH:35][C:34]([Br:37])=[CH:33][CH:32]=1)=[O:29], predict the reaction product. The product is: [CH3:1][O:2][C:3]1[CH:8]=[CH:7][C:6]([NH:9][C:10](=[O:27])[C:11]2[CH:16]=[C:15]([CH2:17][NH2:18])[CH:14]=[CH:13][C:12]=2[Cl:26])=[CH:5][C:4]=1[C:28]([NH:30][C:31]1[CH:32]=[CH:33][C:34]([Br:37])=[CH:35][CH:36]=1)=[O:29]. (3) Given the reactants [Cl:1][C:2]1[CH:3]=[CH:4][C:5]([O:11][CH2:12][CH:13]([CH3:15])[CH3:14])=[C:6]([CH2:8][C:9]#[N:10])[CH:7]=1.[C:16]1(COC2C=CC(Cl)=CC=2CCl)[CH:21]=CC=C[CH:17]=1.[C-]#N.[Na+], predict the reaction product. The product is: [Cl:1][C:2]1[CH:3]=[CH:4][C:5]([O:11][CH2:12][C:13]2[CH:15]=[CH:21][CH:16]=[CH:17][CH:14]=2)=[C:6]([CH2:8][C:9]#[N:10])[CH:7]=1. (4) Given the reactants I[C:2]1[C:10]2[C:5](=[N:6][CH:7]=[N:8][C:9]=2[NH2:11])[N:4]([CH2:12][CH2:13][CH2:14][N:15]2[CH2:20][CH2:19][N:18]([CH3:21])[CH2:17][CH2:16]2)[N:3]=1.[CH3:22][O:23][C:24]1[CH:29]=[C:28](B2OC(C)(C)C(C)(C)O2)[CH:27]=[CH:26][C:25]=1[NH:39][C:40]([C:42]1[N:43]([CH3:51])[C:44]2[C:49]([CH:50]=1)=[CH:48][CH:47]=[CH:46][CH:45]=2)=[O:41].C(=O)([O-])[O-].[Na+].[Na+], predict the reaction product. The product is: [NH2:11][C:9]1[N:8]=[CH:7][N:6]=[C:5]2[N:4]([CH2:12][CH2:13][CH2:14][N:15]3[CH2:20][CH2:19][N:18]([CH3:21])[CH2:17][CH2:16]3)[N:3]=[C:2]([C:28]3[CH:27]=[CH:26][C:25]([NH:39][C:40]([C:42]4[N:43]([CH3:51])[C:44]5[C:49]([CH:50]=4)=[CH:48][CH:47]=[CH:46][CH:45]=5)=[O:41])=[C:24]([O:23][CH3:22])[CH:29]=3)[C:10]=12. (5) Given the reactants [O:1]=[C:2]([O:14]C1CCCCO1)[CH2:3][C:4]1[CH:13]=[CH:12][C:7]([C:8]([O:10][CH3:11])=[O:9])=[CH:6][CH:5]=1.Br[CH2:22][CH2:23][CH2:24][CH2:25][CH2:26]Br.[H-].[Na+].Cl, predict the reaction product. The product is: [CH3:11][O:10][C:8]([C:7]1[CH:6]=[CH:5][C:4]([C:3]2([C:2]([OH:14])=[O:1])[CH2:26][CH2:25][CH2:24][CH2:23][CH2:22]2)=[CH:13][CH:12]=1)=[O:9]. (6) Given the reactants O.NN.C([C:6]1[C:7](CC2C=CC=CC=2)=[C:8]2[C:13](=O)[NH:12][C:10](=O)[C:9]2=[CH:15][CH:16]=1)=C.[CH2:24](O)C, predict the reaction product. The product is: [CH:10]([NH:12][CH2:13][C:8]1[CH:7]=[CH:6][CH:16]=[CH:15][CH:9]=1)=[CH2:24]. (7) Given the reactants [Cl:1][C:2]1[CH:10]=[CH:9][C:8]([C:11]([F:14])([F:13])[F:12])=[CH:7][C:3]=1[C:4](O)=[O:5].C(Cl)(=O)C([Cl:18])=O.CN(C)C=O, predict the reaction product. The product is: [Cl:1][C:2]1[CH:10]=[CH:9][C:8]([C:11]([F:14])([F:13])[F:12])=[CH:7][C:3]=1[C:4]([Cl:18])=[O:5].